From a dataset of Forward reaction prediction with 1.9M reactions from USPTO patents (1976-2016). Predict the product of the given reaction. (1) Given the reactants [Cl:1][C:2]1[N:7]=[C:6](Cl)[C:5]([N+:9]([O-:11])=[O:10])=[CH:4][N:3]=1.[CH:12]1([NH2:17])[CH2:16][CH2:15][CH2:14][CH2:13]1, predict the reaction product. The product is: [Cl:1][C:2]1[N:7]=[C:6]([NH:17][CH:12]2[CH2:16][CH2:15][CH2:14][CH2:13]2)[C:5]([N+:9]([O-:11])=[O:10])=[CH:4][N:3]=1. (2) Given the reactants [Cl:1][C:2]1[C:7]([C:8]2[C:9]([CH3:32])=[C:10]([CH2:22][N:23](C)[C:24](=O)OC(C)(C)C)[S:11][C:12]=2[S:13]([C:16]2[CH:21]=[CH:20][CH:19]=[CH:18][CH:17]=2)(=[O:15])=[O:14])=[CH:6][CH:5]=[CH:4][N:3]=1, predict the reaction product. The product is: [ClH:1].[Cl:1][C:2]1[C:7]([C:8]2[C:9]([CH3:32])=[C:10]([CH2:22][NH:23][CH3:24])[S:11][C:12]=2[S:13]([C:16]2[CH:21]=[CH:20][CH:19]=[CH:18][CH:17]=2)(=[O:15])=[O:14])=[CH:6][CH:5]=[CH:4][N:3]=1. (3) Given the reactants [Cl:1][C:2]1[CH:3]=[C:4]([NH:9][NH2:10])[CH:5]=[CH:6][C:7]=1[F:8].[CH2:11]([O:13][C:14](=[O:21])[C:15](=O)[CH2:16][C:17](=O)[CH3:18])[CH3:12], predict the reaction product. The product is: [CH2:11]([O:13][C:14]([C:15]1[CH:16]=[C:17]([CH3:18])[N:9]([C:4]2[CH:5]=[CH:6][C:7]([F:8])=[C:2]([Cl:1])[CH:3]=2)[N:10]=1)=[O:21])[CH3:12]. (4) Given the reactants [Cl:1][C:2]1[CH:3]=[CH:4][C:5]([NH:14][CH2:15][C:16]([O:18]C(C)(C)C)=[O:17])=[C:6]([C:8]2[CH:13]=[CH:12][CH:11]=[CH:10][CH:9]=2)[CH:7]=1, predict the reaction product. The product is: [Cl:1][C:2]1[CH:3]=[CH:4][C:5]([NH:14][CH2:15][C:16]([OH:18])=[O:17])=[C:6]([C:8]2[CH:13]=[CH:12][CH:11]=[CH:10][CH:9]=2)[CH:7]=1. (5) The product is: [Cl:15][C:16]1[N:21]=[C:20]([NH:22][CH2:32][C:31]2[CH:34]=[CH:35][C:36]([O:37][CH3:38])=[C:29]([O:28][CH:23]3[CH2:27][CH2:26][CH2:25][CH2:24]3)[CH:30]=2)[CH:19]=[N:18][CH:17]=1. Given the reactants O([BH-](OC(C)=O)OC(C)=O)C(C)=O.[Na+].[Cl:15][C:16]1[N:21]=[C:20]([NH2:22])[CH:19]=[N:18][CH:17]=1.[CH:23]1([O:28][C:29]2[CH:30]=[C:31]([CH:34]=[CH:35][C:36]=2[O:37][CH3:38])[CH:32]=O)[CH2:27][CH2:26][CH2:25][CH2:24]1, predict the reaction product. (6) The product is: [CH3:10][O:11][CH:12]([O:16][CH3:17])[C:13]1[CH:14]=[CH:8][C:7]2[C:2](=[N:3][CH:4]=[CH:5][CH:6]=2)[N:1]=1. Given the reactants [NH2:1][C:2]1[C:7]([CH:8]=O)=[CH:6][CH:5]=[CH:4][N:3]=1.[CH3:10][O:11][CH:12]([O:16][CH3:17])[C:13](=O)[CH3:14].C(O)C.[OH-].[Na+], predict the reaction product. (7) Given the reactants [F:1][C:2]([F:16])([F:15])[C:3]1[CH:8]=[CH:7][C:6]([CH:9]2[CH2:14][CH2:13][NH:12][CH2:11][CH2:10]2)=[CH:5][CH:4]=1.Br[C:18]1[C:19]([C:32]2[CH:37]=[CH:36][CH:35]=[CH:34][CH:33]=2)=[N:20][C:21]2[C:26]([N:27]=1)=[CH:25][C:24]([C:28]([O:30][CH3:31])=[O:29])=[CH:23][CH:22]=2.CCN(C(C)C)C(C)C, predict the reaction product. The product is: [C:32]1([C:19]2[C:18]([N:12]3[CH2:11][CH2:10][CH:9]([C:6]4[CH:5]=[CH:4][C:3]([C:2]([F:1])([F:15])[F:16])=[CH:8][CH:7]=4)[CH2:14][CH2:13]3)=[N:27][C:26]3[C:21](=[CH:22][CH:23]=[C:24]([C:28]([O:30][CH3:31])=[O:29])[CH:25]=3)[N:20]=2)[CH:33]=[CH:34][CH:35]=[CH:36][CH:37]=1.